From a dataset of NCI-60 drug combinations with 297,098 pairs across 59 cell lines. Regression. Given two drug SMILES strings and cell line genomic features, predict the synergy score measuring deviation from expected non-interaction effect. (1) Drug 1: C1C(C(OC1N2C=NC3=C(N=C(N=C32)Cl)N)CO)O. Drug 2: CC(C)CN1C=NC2=C1C3=CC=CC=C3N=C2N. Cell line: U251. Synergy scores: CSS=20.1, Synergy_ZIP=-6.48, Synergy_Bliss=-8.56, Synergy_Loewe=-4.01, Synergy_HSA=-7.66. (2) Drug 1: CCC1=CC2CC(C3=C(CN(C2)C1)C4=CC=CC=C4N3)(C5=C(C=C6C(=C5)C78CCN9C7C(C=CC9)(C(C(C8N6C)(C(=O)OC)O)OC(=O)C)CC)OC)C(=O)OC.C(C(C(=O)O)O)(C(=O)O)O. Drug 2: C1=CC(=CC=C1CC(C(=O)O)N)N(CCCl)CCCl.Cl. Cell line: OVCAR3. Synergy scores: CSS=59.1, Synergy_ZIP=-4.99, Synergy_Bliss=-3.58, Synergy_Loewe=-23.7, Synergy_HSA=-3.40. (3) Drug 1: CC1=C(C(=CC=C1)Cl)NC(=O)C2=CN=C(S2)NC3=CC(=NC(=N3)C)N4CCN(CC4)CCO. Drug 2: CCCCC(=O)OCC(=O)C1(CC(C2=C(C1)C(=C3C(=C2O)C(=O)C4=C(C3=O)C=CC=C4OC)O)OC5CC(C(C(O5)C)O)NC(=O)C(F)(F)F)O. Cell line: SF-539. Synergy scores: CSS=40.6, Synergy_ZIP=2.04, Synergy_Bliss=7.37, Synergy_Loewe=2.78, Synergy_HSA=4.33. (4) Cell line: TK-10. Synergy scores: CSS=1.34, Synergy_ZIP=-0.786, Synergy_Bliss=-1.20, Synergy_Loewe=-0.725, Synergy_HSA=-2.24. Drug 2: CCCCC(=O)OCC(=O)C1(CC(C2=C(C1)C(=C3C(=C2O)C(=O)C4=C(C3=O)C=CC=C4OC)O)OC5CC(C(C(O5)C)O)NC(=O)C(F)(F)F)O. Drug 1: C1CCN(CC1)CCOC2=CC=C(C=C2)C(=O)C3=C(SC4=C3C=CC(=C4)O)C5=CC=C(C=C5)O.